Dataset: Peptide-MHC class II binding affinity with 134,281 pairs from IEDB. Task: Regression. Given a peptide amino acid sequence and an MHC pseudo amino acid sequence, predict their binding affinity value. This is MHC class II binding data. (1) The peptide sequence is KRWIKMSILNTAGSG. The MHC is HLA-DQA10102-DQB10602 with pseudo-sequence HLA-DQA10102-DQB10602. The binding affinity (normalized) is 0.654. (2) The peptide sequence is LRYMGEDGCWYGMEI. The MHC is DRB1_0101 with pseudo-sequence DRB1_0101. The binding affinity (normalized) is 0.149. (3) The peptide sequence is EAKITMLTNGQCQNI. The MHC is DRB1_0401 with pseudo-sequence DRB1_0401. The binding affinity (normalized) is 0.499. (4) The peptide sequence is EAVRHFPRPWLHGL. The MHC is H-2-IAd with pseudo-sequence H-2-IAd. The binding affinity (normalized) is 0.421.